Dataset: Orexin1 receptor HTS with 218,158 compounds and 233 confirmed actives. Task: Binary Classification. Given a drug SMILES string, predict its activity (active/inactive) in a high-throughput screening assay against a specified biological target. The compound is Clc1ccc(NC(=O)COC(=O)CCc2sc3c(n2)cccc3)nc1. The result is 0 (inactive).